Dataset: Full USPTO retrosynthesis dataset with 1.9M reactions from patents (1976-2016). Task: Predict the reactants needed to synthesize the given product. (1) Given the product [CH3:1][N:2]1[C@@H:19]2[CH2:20][C:7]3[CH:8]=[CH:9][C:10]([O:22][CH3:23])=[C:11]4[O:12][C@H:13]5[C:14]([CH2:16][CH2:17][C@:18]2([OH:21])[C@:5]5([C:6]=34)[CH2:4][CH2:3]1)=[O:15].[ClH:27], predict the reactants needed to synthesize it. The reactants are: [CH3:1][N:2]1[C@@H:19]2[CH2:20][C:7]3[CH:8]=[CH:9][C:10]([O:22][CH3:23])=[C:11]4[O:12][C@H:13]5[C:14]([CH2:16][CH2:17][C@:18]2([OH:21])[C@:5]5([C:6]=34)[CH2:4][CH2:3]1)=[O:15].C(O)C.[ClH:27].N. (2) Given the product [Cl:1][C:2]1[CH:3]=[CH:4][C:5]([C:8]2([CH3:19])[C:13]3[CH:14]=[C:15]([N+:29]([O-:31])=[O:30])[CH:16]=[CH:17][C:12]=3[NH:11][C:10](=[O:18])[O:9]2)=[CH:6][CH:7]=1, predict the reactants needed to synthesize it. The reactants are: [Cl:1][C:2]1[CH:7]=[CH:6][C:5]([C:8]2([CH3:19])[C:13]3[CH:14]=[CH:15][CH:16]=[CH:17][C:12]=3[NH:11][C:10](=[O:18])[O:9]2)=[CH:4][CH:3]=1.C(O)(=O)C.S(=O)(=O)(O)O.[N+:29]([O-])([OH:31])=[O:30]. (3) Given the product [Cl:1][C:2]1[CH:7]=[CH:6][C:5]([CH:8]([NH:31][C:32]2[CH:33]=[C:34]([CH3:40])[C:35](=[O:39])[N:36]([CH3:38])[CH:37]=2)[C:9]2[C:10]([C:25]([O:27][CH2:28][CH3:29])=[O:26])=[N:11][N:12]([C:15]3[C:16]([O:23][CH3:24])=[N:17][C:18]([O:21][CH3:22])=[N:19][CH:20]=3)[C:13]=2[CH3:14])=[CH:4][CH:3]=1, predict the reactants needed to synthesize it. The reactants are: [Cl:1][C:2]1[CH:7]=[CH:6][C:5]([CH:8](O)[C:9]2[C:10]([C:25]([O:27][CH2:28][CH3:29])=[O:26])=[N:11][N:12]([C:15]3[C:16]([O:23][CH3:24])=[N:17][C:18]([O:21][CH3:22])=[N:19][CH:20]=3)[C:13]=2[CH3:14])=[CH:4][CH:3]=1.[NH2:31][C:32]1[CH:33]=[C:34]([CH3:40])[C:35](=[O:39])[N:36]([CH3:38])[CH:37]=1. (4) Given the product [C:20]1([C:15]23[CH2:18][CH2:19][C:12]([CH2:11][C:27]#[N:28])([CH2:17][CH2:16]2)[CH2:13][CH2:14]3)[CH:25]=[CH:24][CH:23]=[CH:22][CH:21]=1, predict the reactants needed to synthesize it. The reactants are: C1(C)C=CC(S(O[CH2:11][C:12]23[CH2:19][CH2:18][C:15]([C:20]4[CH:25]=[CH:24][CH:23]=[CH:22][CH:21]=4)([CH2:16][CH2:17]2)[CH2:14][CH2:13]3)(=O)=O)=CC=1.[C-:27]#[N:28].[Na+].O. (5) Given the product [F:1][C:2]1[CH:3]=[C:4]([N:10]2[CH2:14][C@H:13]([CH2:15][NH:16][C:17](=[O:19])[CH3:18])[O:12][C:11]2=[O:20])[CH:5]=[C:6]([F:9])[C:7]=1[CH:33]1[CH2:32][CH2:34][NH:35][C:36](=[O:38])[CH2:37]1, predict the reactants needed to synthesize it. The reactants are: [F:1][C:2]1[CH:3]=[C:4]([N:10]2[CH2:14][C@H:13]([CH2:15][NH:16][C:17](=[O:19])[CH3:18])[O:12][C:11]2=[O:20])[CH:5]=[C:6]([F:9])[C:7]=1I.FC1C=C(N2[CH2:33][C@H:32]([CH2:34][NH:35][C:36](=[O:38])[CH3:37])OC2=O)C=CC=1I.